This data is from Reaction yield outcomes from USPTO patents with 853,638 reactions. The task is: Predict the reaction yield, written as a fraction of the theoretical maximum amount of product (1.0 means a 100% yield; for example, 0.34 means a 34% yield). (1) The reactants are [C:1]1([CH2:7][CH2:8][CH2:9][C:10]([OH:12])=O)[CH:6]=[CH:5][CH:4]=[CH:3][CH:2]=1.ClC(OCC)=O.C(N(CC)CC)C.[NH2:26][OH:27].Cl.NO.[OH-].[K+]. The catalyst is C1COCC1. The product is [OH:27][NH:26][C:10](=[O:12])[CH2:9][CH2:8][CH2:7][C:1]1[CH:6]=[CH:5][CH:4]=[CH:3][CH:2]=1. The yield is 0.580. (2) The reactants are [CH3:1][N:2]([C:4]([N:6]=[C:7]([NH2:9])[NH2:8])=[NH:5])[CH3:3].[ClH:10].[CH3:11][CH:12]1OC(C)OC(C)O1. The catalyst is C(O)C(C)C. The product is [ClH:10].[NH2:8][C:7]1[NH:6][C:4]([N:2]([CH3:3])[CH3:1])=[N:5][CH:11]([CH3:12])[N:9]=1. The yield is 0.807.